Dataset: Catalyst prediction with 721,799 reactions and 888 catalyst types from USPTO. Task: Predict which catalyst facilitates the given reaction. (1) Reactant: CC(C)([O-])C.[K+].[F:7][C:8]1[CH:13]=[CH:12][C:11]([NH:14][NH2:15])=[CH:10][C:9]=1[C:16]([F:19])([F:18])[F:17].Br[CH:21]([CH2:24]Br)[C:22]#[N:23].O. Product: [F:7][C:8]1[CH:13]=[CH:12][C:11]([N:14]2[CH:24]=[CH:21][C:22]([NH2:23])=[N:15]2)=[CH:10][C:9]=1[C:16]([F:17])([F:18])[F:19]. The catalyst class is: 107. (2) Reactant: O.[OH-].[Li+].C([O:8][C:9](=[O:40])[CH2:10][O:11][C:12]1[C:17]2[CH2:18][CH2:19][CH2:20][CH2:21][CH:22]([NH:23][S:24]([C:27]3[CH:32]=[C:31]([C:33]([F:36])([F:35])[F:34])[CH:30]=[C:29]([CH:37]([CH3:39])[CH3:38])[CH:28]=3)(=[O:26])=[O:25])[C:16]=2[CH:15]=[CH:14][CH:13]=1)(C)(C)C.C1COCC1.CO. Product: [CH:37]([C:29]1[CH:28]=[C:27]([S:24]([NH:23][CH:22]2[C:16]3[CH:15]=[CH:14][CH:13]=[C:12]([O:11][CH2:10][C:9]([OH:40])=[O:8])[C:17]=3[CH2:18][CH2:19][CH2:20][CH2:21]2)(=[O:25])=[O:26])[CH:32]=[C:31]([C:33]([F:35])([F:34])[F:36])[CH:30]=1)([CH3:39])[CH3:38]. The catalyst class is: 6. (3) Reactant: [CH2:1]([O:5][C:6]1[CH:10]=[C:9]([CH2:11][CH2:12][CH2:13][CH2:14][C:15]([OH:17])=O)[N:8]([CH2:18][C:19]2[CH:24]=[CH:23][C:22]([Cl:25])=[CH:21][C:20]=2[Cl:26])[N:7]=1)[CH2:2][CH2:3][CH3:4].[CH2:27]([S:32]([NH2:35])(=[O:34])=[O:33])[CH2:28][CH2:29][CH2:30][CH3:31].N12CCCN=C1CCCCC2. Product: [CH2:1]([O:5][C:6]1[CH:10]=[C:9]([CH2:11][CH2:12][CH2:13][CH2:14][C:15]([NH:35][S:32]([CH2:27][CH2:28][CH2:29][CH2:30][CH3:31])(=[O:34])=[O:33])=[O:17])[N:8]([CH2:18][C:19]2[CH:24]=[CH:23][C:22]([Cl:25])=[CH:21][C:20]=2[Cl:26])[N:7]=1)[CH2:2][CH2:3][CH3:4]. The catalyst class is: 7. (4) Reactant: Br[C:2]1[CH:3]=[C:4]([CH:37]=[CH:38][CH:39]=1)[CH2:5][N:6]1[C:10]2[CH:11]=[CH:12][C:13]([O:15][CH2:16][C:17]3[CH:26]=[CH:25][C:24]4[C:19](=[CH:20][CH:21]=[CH:22][CH:23]=4)[N:18]=3)=[CH:14][C:9]=2[N:8]=[C:7]1[CH2:27][C:28]1([C:33]([O:35][CH3:36])=[O:34])[CH2:32][CH2:31][CH2:30][CH2:29]1.[C:40]1(B(O)O)[CH:45]=[CH:44][CH:43]=[CH:42][CH:41]=1.[O-]P([O-])([O-])=O.[K+].[K+].[K+]. Product: [C:2]1([C:40]2[CH:45]=[CH:44][CH:43]=[CH:42][CH:41]=2)[CH:39]=[CH:38][CH:37]=[C:4]([CH2:5][N:6]2[C:10]3[CH:11]=[CH:12][C:13]([O:15][CH2:16][C:17]4[CH:26]=[CH:25][C:24]5[C:19](=[CH:20][CH:21]=[CH:22][CH:23]=5)[N:18]=4)=[CH:14][C:9]=3[N:8]=[C:7]2[CH2:27][C:28]2([C:33]([O:35][CH3:36])=[O:34])[CH2:32][CH2:31][CH2:30][CH2:29]2)[CH:3]=1. The catalyst class is: 294. (5) Reactant: [OH:1][P:2]([OH:5])([OH:4])=[O:3].O=P12OP3(OP(OP(O3)(O1)=O)(=O)O2)=O.[NH2:20][C:21]1([CH2:40]O)[CH2:25][CH2:24][CH:23]([C:26]2[CH:31]=[CH:30][C:29]([CH2:32][CH2:33][CH2:34][CH2:35][CH2:36][CH2:37][CH2:38][CH3:39])=[CH:28][CH:27]=2)[CH2:22]1. Product: [P:2]([OH:5])([OH:4])([O:1][CH2:40][C:21]1([NH2:20])[CH2:25][CH2:24][CH:23]([C:26]2[CH:27]=[CH:28][C:29]([CH2:32][CH2:33][CH2:34][CH2:35][CH2:36][CH2:37][CH2:38][CH3:39])=[CH:30][CH:31]=2)[CH2:22]1)=[O:3]. The catalyst class is: 6. (6) Reactant: Cl[C:2]1O[C:4]2[CH:10]=[CH:9][CH:8]=[CH:7][C:5]=2[N:6]=1.[NH2:11][C:12]1[CH:17]=[CH:16][C:15]([CH2:18][C:19]([O:21][CH3:22])=[O:20])=[CH:14][C:13]=1[Cl:23].[NH+]1C=CC=CC=1.CC1C=CC([S:37](O)(=O)=O)=CC=1. Product: [S:37]1[C:4]2[CH:10]=[CH:9][CH:8]=[CH:7][C:5]=2[N:6]=[C:2]1[NH:11][C:12]1[CH:17]=[CH:16][C:15]([CH2:18][C:19]([O:21][CH3:22])=[O:20])=[CH:14][C:13]=1[Cl:23]. The catalyst class is: 113.